From a dataset of Forward reaction prediction with 1.9M reactions from USPTO patents (1976-2016). Predict the product of the given reaction. (1) Given the reactants CO[C:3]([C:5]1[C:6]([OH:39])=[C:7]2[C:12](=[C:13]([C:15]3[CH:16]=[N:17][C:18]([C:21]([F:24])([F:23])[F:22])=[CH:19][CH:20]=3)[N:14]=1)[N:11]([CH2:25][C:26]1[CH:31]=[CH:30][CH:29]=[CH:28][CH:27]=1)[C:10](=[O:32])[C:9]([C:33]1[CH:38]=[CH:37][CH:36]=[CH:35][CH:34]=1)=[CH:8]2)=[O:4].[NH2:40][CH2:41][CH2:42][C:43]([OH:45])=[O:44].C[O-].[Na+], predict the reaction product. The product is: [CH2:25]([N:11]1[C:12]2[C:7](=[C:6]([OH:39])[C:5]([C:3]([NH:40][CH2:41][CH2:42][C:43]([OH:45])=[O:44])=[O:4])=[N:14][C:13]=2[C:15]2[CH:16]=[N:17][C:18]([C:21]([F:23])([F:22])[F:24])=[CH:19][CH:20]=2)[CH:8]=[C:9]([C:33]2[CH:34]=[CH:35][CH:36]=[CH:37][CH:38]=2)[C:10]1=[O:32])[C:26]1[CH:31]=[CH:30][CH:29]=[CH:28][CH:27]=1. (2) Given the reactants [C:1]1([C:7]2[CH2:8][CH2:9][N:10]([C:13](Cl)=[O:14])[CH2:11][CH:12]=2)[CH:6]=[CH:5][CH:4]=[CH:3][CH:2]=1.[OH:16][CH2:17][CH2:18][CH2:19][CH2:20][NH:21]C(=O)C1C=CC=CC=1, predict the reaction product. The product is: [OH:16][CH2:17][CH2:18][CH2:19][CH2:20][NH:21][C:13]([N:10]1[CH2:11][CH:12]=[C:7]([C:1]2[CH:6]=[CH:5][CH:4]=[CH:3][CH:2]=2)[CH2:8][CH2:9]1)=[O:14]. (3) The product is: [C:40]([O:44][C:45](=[O:53])[CH2:46][N:47]1[CH2:48][CH2:49][N:50]([C:30]2[CH:31]=[CH:32][C:24]([NH:23][C:21]3[C:20]([C:36]([F:38])([F:37])[F:39])=[CH:19][N:18]=[C:17]([NH:16][C:13]4[CH:12]=[CH:11][C:10]([CH2:9][P:4]([O:3][CH2:1][CH3:2])([O:5][CH2:6][CH3:7])=[O:8])=[CH:15][CH:14]=4)[N:22]=3)=[C:25]3[C:29]=2[CH2:28][N:27]([CH3:34])[C:26]3=[O:35])[CH2:51][CH2:52]1)([CH3:43])([CH3:41])[CH3:42]. Given the reactants [CH2:1]([O:3][P:4]([CH2:9][C:10]1[CH:15]=[CH:14][C:13]([NH:16][C:17]2[N:22]=[C:21]([NH:23][C:24]3[CH:32]=[CH:31][C:30](Br)=[C:29]4[C:25]=3[C:26](=[O:35])[N:27]([CH3:34])[CH2:28]4)[C:20]([C:36]([F:39])([F:38])[F:37])=[CH:19][N:18]=2)=[CH:12][CH:11]=1)(=[O:8])[O:5][CH2:6][CH3:7])[CH3:2].[C:40]([O:44][C:45](=[O:53])[CH2:46][N:47]1[CH2:52][CH2:51][NH:50][CH2:49][CH2:48]1)([CH3:43])([CH3:42])[CH3:41], predict the reaction product.